Task: Predict the product of the given reaction.. Dataset: Forward reaction prediction with 1.9M reactions from USPTO patents (1976-2016) (1) Given the reactants [C:1]([O:5][C:6]([N:8]1[CH2:13][CH2:12][CH2:11][CH:10]([C:14](=[NH:17])[NH:15][OH:16])[CH2:9]1)=[O:7])([CH3:4])([CH3:3])[CH3:2].[CH:18]1([C:23](O)=O)[CH2:22][CH2:21][CH2:20][CH2:19]1, predict the reaction product. The product is: [C:1]([O:5][C:6]([N:8]1[CH2:13][CH2:12][CH2:11][CH:10]([C:14]2[N:17]=[C:23]([CH:18]3[CH2:22][CH2:21][CH2:20][CH2:19]3)[O:16][N:15]=2)[CH2:9]1)=[O:7])([CH3:4])([CH3:2])[CH3:3]. (2) Given the reactants [CH:1]1N=[CH:4][N:3]([C:6]([N:8]2C=N[CH:10]=[CH:9]2)=[O:7])[CH:2]=1.[NH2:13][CH2:14][C:15]1[CH:22]=[CH:21]C(C#N)=[CH:17][CH:16]=1.CCN(C(C)C)C(C)C.Cl.Cl.N1C[CH2:38][CH:37]([CH2:40][C:41]2[CH:46]=[CH:45][N:44]=[CH:43][CH:42]=2)CC1, predict the reaction product. The product is: [C:14]([C:15]1[CH:22]=[CH:21][C:10]([CH2:9][NH:8][C:6]([N:3]2[CH2:2][CH2:1][CH:37]([CH2:40][C:41]3[CH:42]=[CH:43][N:44]=[CH:45][CH:46]=3)[CH2:38][CH2:4]2)=[O:7])=[CH:17][CH:16]=1)#[N:13]. (3) Given the reactants [Cl:1][C:2]1[CH:7]=[CH:6][CH:5]=[CH:4][C:3]=1[CH:8]([C:20]1[CH:28]=[CH:27][C:23]([C:24]([OH:26])=O)=[C:22]([F:29])[CH:21]=1)[CH2:9][C:10]([C:12]1[CH:17]=[CH:16][C:15](=[O:18])[N:14]([CH3:19])[CH:13]=1)=[O:11].[NH2:30][CH2:31][CH2:32][OH:33].CN([P+](ON1N=NC2C=CC=CC1=2)(N(C)C)N(C)C)C.F[P-](F)(F)(F)(F)F, predict the reaction product. The product is: [Cl:1][C:2]1[CH:7]=[CH:6][CH:5]=[CH:4][C:3]=1[CH:8]([C:20]1[CH:28]=[CH:27][C:23]([C:24]([NH:30][CH2:31][CH2:32][OH:33])=[O:26])=[C:22]([F:29])[CH:21]=1)[CH2:9][C:10]([C:12]1[CH:17]=[CH:16][C:15](=[O:18])[N:14]([CH3:19])[CH:13]=1)=[O:11]. (4) Given the reactants C([O:3][C:4](=O)[CH2:5][C:6]1[C:11]([CH3:12])=[CH:10][CH:9]=[C:8]([C:13]2[CH:18]=[CH:17][C:16]([O:19][CH3:20])=[CH:15][CH:14]=2)[N:7]=1)C.[Li+].[BH4-], predict the reaction product. The product is: [CH3:20][O:19][C:16]1[CH:17]=[CH:18][C:13]([C:8]2[N:7]=[C:6]([CH2:5][CH2:4][OH:3])[C:11]([CH3:12])=[CH:10][CH:9]=2)=[CH:14][CH:15]=1.